This data is from Reaction yield outcomes from USPTO patents with 853,638 reactions. The task is: Predict the reaction yield, written as a fraction of the theoretical maximum amount of product (1.0 means a 100% yield; for example, 0.34 means a 34% yield). (1) The reactants are [NH2:1][CH2:2][CH2:3][NH:4][C:5]1[N:10]=[CH:9][C:8]([N:11]([CH3:31])[C:12](=[O:30])[C:13]([C:16]2[CH:21]=[C:20]([C:22]([F:25])([F:24])[F:23])[CH:19]=[C:18]([C:26]([F:29])([F:28])[F:27])[CH:17]=2)([CH3:15])[CH3:14])=[C:7]([C:32]2[CH:37]=[CH:36][C:35]([F:38])=[CH:34][C:33]=2[CH3:39])[CH:6]=1.[CH2:40]=O.S([O-])([O-])(=O)=O.[Mg+2].C(N(CC)C(C)C)(C)C.[CH3:57][S:58](Cl)(=[O:60])=[O:59]. The catalyst is ClCCCl.CN(C1C=CN=CC=1)C.COC(C)(C)C. The product is [F:23][C:22]([F:24])([F:25])[C:20]1[CH:21]=[C:16]([C:13]([CH3:15])([CH3:14])[C:12]([N:11]([C:8]2[CH:9]=[N:10][C:5]([N:4]3[CH2:3][CH2:2][N:1]([S:58]([CH3:57])(=[O:60])=[O:59])[CH2:40]3)=[CH:6][C:7]=2[C:32]2[CH:37]=[CH:36][C:35]([F:38])=[CH:34][C:33]=2[CH3:39])[CH3:31])=[O:30])[CH:17]=[C:18]([C:26]([F:27])([F:28])[F:29])[CH:19]=1. The yield is 0.400. (2) The reactants are [C:1]([O:5][C:6]([N:8]1[CH2:12][CH2:11][C@H:10]([O:13][CH2:14][C:15]2[CH:20]=[CH:19][CH:18]=[CH:17][C:16]=2Br)[CH2:9]1)=[O:7])([CH3:4])([CH3:3])[CH3:2].[F:22][C:23]1[CH:28]=[C:27]([F:29])[CH:26]=[CH:25][C:24]=1B(O)O.C([O-])([O-])=O.[Na+].[Na+].O. The catalyst is C1COCC1.C1C=CC([P]([Pd]([P](C2C=CC=CC=2)(C2C=CC=CC=2)C2C=CC=CC=2)([P](C2C=CC=CC=2)(C2C=CC=CC=2)C2C=CC=CC=2)[P](C2C=CC=CC=2)(C2C=CC=CC=2)C2C=CC=CC=2)(C2C=CC=CC=2)C2C=CC=CC=2)=CC=1. The product is [C:1]([O:5][C:6]([N:8]1[CH2:12][CH2:11][C@H:10]([O:13][CH2:14][C:15]2[CH:20]=[CH:19][CH:18]=[CH:17][C:16]=2[C:26]2[CH:25]=[CH:24][C:23]([F:22])=[CH:28][C:27]=2[F:29])[CH2:9]1)=[O:7])([CH3:4])([CH3:3])[CH3:2]. The yield is 0.754. (3) The reactants are C[Si](C)(C)[N-][Si](C)(C)C.[Li+].[F:11][C:12]1[CH:18]=[C:17]([I:19])[CH:16]=[CH:15][C:13]=1[NH2:14].F[C:21]1[C:26]([F:27])=[C:25]([F:28])[CH:24]=[C:23]([F:29])[C:22]=1[N+:30]([O-:32])=[O:31].C(OCC)(=O)C. The catalyst is C1COCC1. The product is [F:11][C:12]1[CH:18]=[C:17]([I:19])[CH:16]=[CH:15][C:13]=1[NH:14][C:21]1[C:22]([N+:30]([O-:32])=[O:31])=[C:23]([F:29])[CH:24]=[C:25]([F:28])[C:26]=1[F:27]. The yield is 0.592. (4) The reactants are [CH3:1][O:2][C:3]1[C:12]2[NH:11][C:10](=[O:13])[CH2:9][CH2:8][C:7]=2[C:6]([CH:14]=[O:15])=[CH:5][CH:4]=1.[CH2:16](O)[CH2:17][OH:18].C(=O)(O)[O-].[Na+]. The catalyst is C1(C)C=CC=CC=1.O.C1(C)C=CC(S(O)(=O)=O)=CC=1. The product is [O:15]1[CH2:16][CH2:17][O:18][CH:14]1[C:6]1[CH:5]=[CH:4][C:3]([O:2][CH3:1])=[C:12]2[C:7]=1[CH2:8][CH2:9][C:10](=[O:13])[NH:11]2. The yield is 0.700.